Dataset: Forward reaction prediction with 1.9M reactions from USPTO patents (1976-2016). Task: Predict the product of the given reaction. (1) Given the reactants C1(P(C2C=CC=CC=2)C2C=CC=CC=2)C=CC=CC=1.N(C(OC(C)C)=O)=NC(OC(C)C)=O.[CH2:34]([C:37]1[CH:42]=[C:41]([Br:43])[CH:40]=[C:39]([N+:44]([O-:46])=[O:45])[C:38]=1[OH:47])[CH:35]=[CH2:36].[F:48][C:49]([F:54])([F:53])[CH2:50][CH2:51]O, predict the reaction product. The product is: [CH2:34]([C:37]1[CH:42]=[C:41]([Br:43])[CH:40]=[C:39]([N+:44]([O-:46])=[O:45])[C:38]=1[O:47][CH2:51][CH2:50][C:49]([F:54])([F:53])[F:48])[CH:35]=[CH2:36]. (2) Given the reactants [Cl:1][C:2]1[N:7]=[N:6][C:5]([NH2:8])=[C:4]([O:9][CH3:10])[CH:3]=1.[Cl:11][C:12]1[CH:17]=[CH:16][C:15]([C:18]#[N:19])=[CH:14][C:13]=1[CH2:20][S:21](Cl)(=[O:23])=[O:22], predict the reaction product. The product is: [Cl:1][C:2]1[N:7]=[N:6][C:5]([NH:8][S:21]([CH2:20][C:13]2[CH:14]=[C:15]([C:18]#[N:19])[CH:16]=[CH:17][C:12]=2[Cl:11])(=[O:22])=[O:23])=[C:4]([O:9][CH3:10])[CH:3]=1. (3) The product is: [CH2:1]([N:8]1[CH2:13][CH2:12][C:11]2[O:23][C:16]([C:17]3[CH:18]=[CH:19][CH:20]=[CH:21][CH:22]=3)=[CH:15][C:10]=2[CH2:9]1)[C:2]1[CH:3]=[CH:4][CH:5]=[CH:6][CH:7]=1. Given the reactants [CH2:1]([N:8]1[CH2:13][CH2:12][C:11](=O)[CH:10]([CH2:15][C:16](=[O:23])[C:17]2[CH:22]=[CH:21][CH:20]=[CH:19][CH:18]=2)[CH2:9]1)[C:2]1[CH:7]=[CH:6][CH:5]=[CH:4][CH:3]=1, predict the reaction product. (4) Given the reactants [C:1]([CH:3]([CH:8]([C:14]1[CH:19]=[CH:18][CH:17]=[CH:16][CH:15]=1)[CH2:9][C:10](OC)=[O:11])[C:4]([O:6][CH3:7])=[O:5])#[N:2].[BH4-].[Na+].Cl, predict the reaction product. The product is: [O:11]=[C:10]1[NH:2][CH2:1][C@H:3]([C:4]([O:6][CH3:7])=[O:5])[C@@H:8]([C:14]2[CH:19]=[CH:18][CH:17]=[CH:16][CH:15]=2)[CH2:9]1. (5) The product is: [CH:17]1([N:13]2[CH2:14][CH2:15][CH2:16][C:11]3([CH2:10][C:9](=[O:26])[C:8]4[C:23](=[CH:24][CH:25]=[C:6](/[CH:5]=[CH:4]/[C:3]([OH:27])=[O:2])[CH:7]=4)[O:22]3)[CH2:12]2)[CH2:21][CH2:20][CH2:19][CH2:18]1. Given the reactants C[O:2][C:3](=[O:27])/[CH:4]=[CH:5]/[C:6]1[CH:7]=[C:8]2[C:23](=[CH:24][CH:25]=1)[O:22][C:11]1([CH2:16][CH2:15][CH2:14][N:13]([CH:17]3[CH2:21][CH2:20][CH2:19][CH2:18]3)[CH2:12]1)[CH2:10][C:9]2=[O:26].[OH-].[Na+], predict the reaction product. (6) Given the reactants FC1C=C(F)C=CC=1C1C=C(CO)C(=O)N(CC(C)C)N=1.[F:22][C:23]1[CH:24]=[C:25]([C:31]2[CH:32]=[C:33]([C:38]([O:40][CH3:41])=[O:39])[C:34](=[O:37])[NH:35][N:36]=2)[CH:26]=[CH:27][C:28]=1[O:29][CH3:30].[Cl:42][C:43]1[CH:52]=[CH:51][C:46]([CH:47]=[CH:48][CH2:49]Cl)=[CH:45][CH:44]=1, predict the reaction product. The product is: [Cl:42][C:43]1[CH:52]=[CH:51][C:46]([CH:47]=[CH:48][CH2:49][N:35]2[C:34](=[O:37])[C:33]([C:38]([O:40][CH3:41])=[O:39])=[CH:32][C:31]([C:25]3[CH:26]=[CH:27][C:28]([O:29][CH3:30])=[C:23]([F:22])[CH:24]=3)=[N:36]2)=[CH:45][CH:44]=1.